Dataset: Catalyst prediction with 721,799 reactions and 888 catalyst types from USPTO. Task: Predict which catalyst facilitates the given reaction. (1) Reactant: [Br:1][C:2]1[CH:7]=[C:6]([C:8]2[N:9](CC3C=CC(OC)=CC=3OC)[CH:10]=[N:11][C:12]=2[C:13]2[CH:18]=[CH:17][C:16]([F:19])=[CH:15][CH:14]=2)[CH:5]=[CH:4][N:3]=1.FC(F)(F)C(O)=O.C([O-])(O)=O.[Na+]. Product: [Br:1][C:2]1[CH:7]=[C:6]([C:8]2[NH:9][CH:10]=[N:11][C:12]=2[C:13]2[CH:14]=[CH:15][C:16]([F:19])=[CH:17][CH:18]=2)[CH:5]=[CH:4][N:3]=1. The catalyst class is: 2. (2) Reactant: FC1(C2C=CC=CN=2)CCNCC1.N1C=CC=CC=1C1(C#N)CCNCC1.Cl.Cl.[N:30]1[CH:35]=[CH:34][CH:33]=[CH:32][C:31]=1[C:36]1([OH:42])[CH2:41][CH2:40][NH:39][CH2:38][CH2:37]1.C(N(CC)CC)C.[C:50](O[C:50]([O:52][C:53]([CH3:56])([CH3:55])[CH3:54])=[O:51])([O:52][C:53]([CH3:56])([CH3:55])[CH3:54])=[O:51]. Product: [OH:42][C:36]1([C:31]2[CH:32]=[CH:33][CH:34]=[CH:35][N:30]=2)[CH2:37][CH2:38][N:39]([C:50]([O:52][C:53]([CH3:56])([CH3:55])[CH3:54])=[O:51])[CH2:40][CH2:41]1. The catalyst class is: 46. (3) Reactant: [CH3:1][O:2][C:3]1[N:8]=[C:7]([CH3:9])[C:6]([N+:10]([O-])=O)=[CH:5][CH:4]=1. Product: [CH3:1][O:2][C:3]1[N:8]=[C:7]([CH3:9])[C:6]([NH2:10])=[CH:5][CH:4]=1. The catalyst class is: 19.